From a dataset of Forward reaction prediction with 1.9M reactions from USPTO patents (1976-2016). Predict the product of the given reaction. (1) Given the reactants Cl[C:2]1[CH:7]=[CH:6][N:5]=[C:4]([CH2:8][OH:9])[N:3]=1.[NH2:10][C:11]1[S:12][C:13]([C:19]2[CH:24]=[CH:23][C:22]([C:25]([OH:28])([CH3:27])[CH3:26])=[CH:21][C:20]=2[F:29])=[CH:14][C:15]=1[C:16]([NH2:18])=[O:17], predict the reaction product. The product is: [F:29][C:20]1[CH:21]=[C:22]([C:25]([OH:28])([CH3:26])[CH3:27])[CH:23]=[CH:24][C:19]=1[C:13]1[S:12][C:11]([NH:10][C:2]2[CH:7]=[CH:6][N:5]=[C:4]([CH2:8][OH:9])[N:3]=2)=[C:15]([C:16]([NH2:18])=[O:17])[CH:14]=1. (2) Given the reactants O=C1C2C(=CC=CC=2)C(=O)[N:3]1[CH:12]1[CH2:17][CH2:16][N:15]([C:18]([O:20][CH2:21][C:22]2[CH:27]=[CH:26][CH:25]=[CH:24][CH:23]=2)=[O:19])[CH2:14][CH2:13]1.O.NN, predict the reaction product. The product is: [NH2:3][CH:12]1[CH2:13][CH2:14][N:15]([C:18]([O:20][CH2:21][C:22]2[CH:27]=[CH:26][CH:25]=[CH:24][CH:23]=2)=[O:19])[CH2:16][CH2:17]1. (3) The product is: [N:25]([C@@H:28]([CH:32]([C:33]1[CH:38]=[CH:37][CH:36]=[C:35]([F:39])[CH:34]=1)[C:40]1[CH:45]=[CH:44][CH:43]=[C:42]([F:46])[CH:41]=1)[C:29]([NH:1][C:2]1[CH:23]=[CH:22][CH:21]=[C:20]([F:24])[C:3]=1[CH2:4][CH2:5][C@H:6]1[CH2:10][O:9][C:8]([CH3:11])([CH3:12])[N:7]1[C:13]([O:15][C:16]([CH3:19])([CH3:17])[CH3:18])=[O:14])=[O:30])=[N+:26]=[N-:27]. Given the reactants [NH2:1][C:2]1[CH:23]=[CH:22][CH:21]=[C:20]([F:24])[C:3]=1[CH2:4][CH2:5][C@H:6]1[CH2:10][O:9][C:8]([CH3:12])([CH3:11])[N:7]1[C:13]([O:15][C:16]([CH3:19])([CH3:18])[CH3:17])=[O:14].[N:25]([C@@H:28]([CH:32]([C:40]1[CH:45]=[CH:44][CH:43]=[C:42]([F:46])[CH:41]=1)[C:33]1[CH:38]=[CH:37][CH:36]=[C:35]([F:39])[CH:34]=1)[C:29](O)=[O:30])=[N+:26]=[N-:27].O=P(Cl)(Cl)Cl, predict the reaction product. (4) Given the reactants [NH2:1][C:2]1[C:3]([C:18]([NH:20][C:21]2[C:26]([N:27]3[CH2:32][CH2:31][CH:30]([NH:33]C(=O)OC(C)(C)C)[CH2:29][CH2:28]3)=[CH:25][CH:24]=[CH:23][N:22]=2)=[O:19])=[N:4][C:5]([C:8]2[C:13]([C:14]([F:17])([F:16])[F:15])=[CH:12][CH:11]=[CH:10][N:9]=2)=[CH:6][N:7]=1.FC(F)(F)C(O)=O, predict the reaction product. The product is: [NH2:1][C:2]1[C:3]([C:18]([NH:20][C:21]2[C:26]([N:27]3[CH2:28][CH2:29][CH:30]([NH2:33])[CH2:31][CH2:32]3)=[CH:25][CH:24]=[CH:23][N:22]=2)=[O:19])=[N:4][C:5]([C:8]2[C:13]([C:14]([F:16])([F:15])[F:17])=[CH:12][CH:11]=[CH:10][N:9]=2)=[CH:6][N:7]=1. (5) Given the reactants Cl[C:2]1[CH:3]=[C:4]([C:9]2[N:13]([C:14]3[CH:19]=[CH:18][C:17]([O:20][CH3:21])=[CH:16][CH:15]=3)[N:12]=[C:11]([CH2:22][CH:23]([C:27]3[CH:28]=[C:29]([CH3:33])[CH:30]=[CH:31][CH:32]=3)[C:24](O)=[O:25])[CH:10]=2)[CH:5]=[CH:6][C:7]=1Cl.[CH2:34](Cl)CCl.C1C=CC2N(O)N=NC=2C=1.Cl.[NH2:49][C@@H:50]1[CH2:55][CH2:54][CH2:53][CH2:52][C@H:51]1[OH:56].CCN(C(C)C)C(C)C, predict the reaction product. The product is: [OH:56][CH:51]1[CH2:52][CH2:53][CH2:54][CH2:55][CH:50]1[NH:49][C:24](=[O:25])[CH:23]([C:27]1[CH:28]=[C:29]([CH3:33])[CH:30]=[CH:31][CH:32]=1)[CH2:22][C:11]1[CH:10]=[C:9]([C:4]2[CH:3]=[CH:2][C:7]([CH3:34])=[CH:6][CH:5]=2)[N:13]([C:14]2[CH:15]=[CH:16][C:17]([O:20][CH3:21])=[CH:18][CH:19]=2)[N:12]=1. (6) Given the reactants C(OC(=O)[NH:7][C:8]1[CH:13]=[C:12]([CH3:14])[C:11]([C:15]([F:18])([F:17])[F:16])=[CH:10][C:9]=1[NH:19][C:20](=[O:39])[CH2:21][C:22]([C:24]1[CH:29]=[CH:28][CH:27]=[C:26]([C:30]2[CH:31]=[N:32][C:33]([CH2:37][CH3:38])=[CH:34][C:35]=2[CH3:36])[CH:25]=1)=O)(C)(C)C.C(O)(C(F)(F)F)=O, predict the reaction product. The product is: [CH2:37]([C:33]1[N:32]=[CH:31][C:30]([C:26]2[CH:25]=[C:24]([C:22]3[CH2:21][C:20](=[O:39])[NH:19][C:9]4[CH:10]=[C:11]([C:15]([F:16])([F:17])[F:18])[C:12]([CH3:14])=[CH:13][C:8]=4[N:7]=3)[CH:29]=[CH:28][CH:27]=2)=[C:35]([CH3:36])[CH:34]=1)[CH3:38]. (7) Given the reactants [C:1]([O:5][C:6]([N:8]1[C:16]2[C:11](=[CH:12][CH:13]=[CH:14][CH:15]=2)[C:10]([CH2:17][C@@H:18]([C:30]([O:32][C:33]([CH3:36])([CH3:35])[CH3:34])=[O:31])[N:19]2[CH:24]=[CH:23][CH:22]=[C:21]([C:25]([O:27]C)=[O:26])[C:20]2=[O:29])=[CH:9]1)=[O:7])([CH3:4])([CH3:3])[CH3:2].[OH-].[Li+].Cl, predict the reaction product. The product is: [C:1]([O:5][C:6]([N:8]1[C:16]2[C:11](=[CH:12][CH:13]=[CH:14][CH:15]=2)[C:10]([CH2:17][C@@H:18]([C:30]([O:32][C:33]([CH3:36])([CH3:35])[CH3:34])=[O:31])[N:19]2[CH:24]=[CH:23][CH:22]=[C:21]([C:25]([OH:27])=[O:26])[C:20]2=[O:29])=[CH:9]1)=[O:7])([CH3:3])([CH3:4])[CH3:2]. (8) Given the reactants C([O:3][C:4](=[O:19])[CH2:5][CH2:6][C:7]1[CH:8]=[N:9][C:10]([C:14]([C:17]#[N:18])([CH3:16])[CH3:15])=[C:11]([Cl:13])[CH:12]=1)C.[OH-].[Na+], predict the reaction product. The product is: [Cl:13][C:11]1[CH:12]=[C:7]([CH2:6][CH2:5][C:4]([OH:19])=[O:3])[CH:8]=[N:9][C:10]=1[C:14]([C:17]#[N:18])([CH3:16])[CH3:15]. (9) Given the reactants [Na].[F:2][C:3]([F:8])([F:7])[C:4](O)=[O:5].C[CH2:10][C:11]([C:13]1[CH:18]=[CH:17][CH:16]=[CH:15][CH:14]=1)=[O:12].[CH3:19]O, predict the reaction product. The product is: [F:2][C:3]([F:8])([F:7])[C:4](=[O:5])[CH2:10][C:11]([C:13]1[CH:14]=[CH:15][C:16]([CH3:19])=[CH:17][CH:18]=1)=[O:12]. (10) Given the reactants C(N(CC)CC)C.[C:16](O[C:16]([O:18][C:19]([CH3:22])([CH3:21])[CH3:20])=[O:17])([O:18][C:19]([CH3:22])([CH3:21])[CH3:20])=[O:17].[Br:23][C:24]1[N:29]=[CH:28][C:27]([CH2:30][C@@H:31]([C:33]([O:35][CH3:36])=[O:34])[NH2:32])=[CH:26][CH:25]=1, predict the reaction product. The product is: [Br:23][C:24]1[N:29]=[CH:28][C:27]([CH2:30][C@@H:31]([C:33]([O:35][CH3:36])=[O:34])[NH:32][C:16]([O:18][C:19]([CH3:20])([CH3:21])[CH3:22])=[O:17])=[CH:26][CH:25]=1.